Dataset: Forward reaction prediction with 1.9M reactions from USPTO patents (1976-2016). Task: Predict the product of the given reaction. (1) Given the reactants [F:1][C:2]([F:13])([F:12])[CH2:3]OS(C(F)(F)F)(=O)=O.[CH2:14]([NH2:21])[C:15]1[CH:20]=[CH:19][CH:18]=[CH:17][CH:16]=1, predict the reaction product. The product is: [CH2:14]([NH:21][CH2:3][C:2]([F:13])([F:12])[F:1])[C:15]1[CH:20]=[CH:19][CH:18]=[CH:17][CH:16]=1. (2) The product is: [F:24][C:2]([F:23])([F:1])[C:3]1[CH:4]=[CH:5][C:6]([C:9]2[N:14]=[CH:13][C:12]([CH:15]([O:22][C:57]3[CH:66]=[CH:65][C:60]([C:61]([O:63][CH2:64][CH3:27])=[O:62])=[CH:59][CH:58]=3)[CH2:16][CH2:17][CH2:18][CH2:19][CH2:20][CH3:21])=[CH:11][CH:10]=2)=[CH:7][CH:8]=1. Given the reactants [F:1][C:2]([F:24])([F:23])[C:3]1[CH:8]=[CH:7][C:6]([C:9]2[N:14]=[CH:13][C:12]([CH:15]([OH:22])[CH2:16][CH2:17][CH2:18][CH2:19][CH2:20][CH3:21])=[CH:11][CH:10]=2)=[CH:5][CH:4]=1.N(C(N1CCCCC1)=O)=N[C:27](N1CCCCC1)=O.C(P(CCCC)CCCC)CCC.O[C:57]1[CH:66]=[CH:65][C:60]([C:61]([O:63][CH3:64])=[O:62])=[CH:59][CH:58]=1, predict the reaction product. (3) Given the reactants [NH:1]1[CH2:6][CH2:5][CH:4]([C:7]2[CH:8]=[C:9]([CH:19]=[CH:20][CH:21]=2)[CH2:10][NH:11][C:12](=[O:18])[O:13][C:14]([CH3:17])([CH3:16])[CH3:15])[CH2:3][CH2:2]1.[OH:22][C:23]1[CH:24]=[C:25](/[CH:33]=[CH:34]/[C:35](O)=[O:36])[CH:26]=[CH:27][C:28]=1[C:29]([OH:32])([CH3:31])[CH3:30].C1C=CC2N(O)N=NC=2C=1.CCN(C(C)C)C(C)C, predict the reaction product. The product is: [OH:22][C:23]1[CH:24]=[C:25](/[CH:33]=[CH:34]/[C:35]([N:1]2[CH2:6][CH2:5][CH:4]([C:7]3[CH:8]=[C:9]([CH:19]=[CH:20][CH:21]=3)[CH2:10][NH:11][C:12](=[O:18])[O:13][C:14]([CH3:17])([CH3:15])[CH3:16])[CH2:3][CH2:2]2)=[O:36])[CH:26]=[CH:27][C:28]=1[C:29]([OH:32])([CH3:31])[CH3:30]. (4) Given the reactants [CH3:1][O:2][C:3](=[O:15])[CH2:4][C:5]1[CH:10]=[CH:9][CH:8]=[C:7]([C:11](=O)[NH2:12])[C:6]=1[Cl:14].CCN(CC)CC.FC(F)(F)S(OS(C(F)(F)F)(=O)=O)(=O)=O, predict the reaction product. The product is: [CH3:1][O:2][C:3](=[O:15])[CH2:4][C:5]1[CH:10]=[CH:9][CH:8]=[C:7]([C:11]#[N:12])[C:6]=1[Cl:14]. (5) Given the reactants FC(F)(F)C(O)=O.[CH:8]1([C:13]([N:15]2[CH2:20][CH:19]([C:21]3[CH:26]=[CH:25][C:24]([CH2:27][CH3:28])=[CH:23][CH:22]=3)[CH2:18][CH:17]([NH2:29])[CH2:16]2)=[O:14])[CH2:12][CH2:11][CH2:10][CH2:9]1.[C:30](O)(=[O:37])[C:31]1[CH:36]=[CH:35][CH:34]=[CH:33][CH:32]=1, predict the reaction product. The product is: [CH:8]1([C:13]([N:15]2[CH2:20][CH:19]([C:21]3[CH:22]=[CH:23][C:24]([CH2:27][CH3:28])=[CH:25][CH:26]=3)[CH2:18][CH:17]([NH:29][C:30](=[O:37])[C:31]3[CH:36]=[CH:35][CH:34]=[CH:33][CH:32]=3)[CH2:16]2)=[O:14])[CH2:9][CH2:10][CH2:11][CH2:12]1.